This data is from Forward reaction prediction with 1.9M reactions from USPTO patents (1976-2016). The task is: Predict the product of the given reaction. (1) Given the reactants [Cl:1][C:2]1[CH:9]=[CH:8][C:5]([CH:6]=O)=[C:4]([N:10]2[CH2:15][CH2:14][CH:13]([C:16]([N:18]3[CH2:22][CH2:21][CH2:20][CH2:19]3)=[O:17])[CH2:12][CH2:11]2)[CH:3]=1.[N:23]1([C:29]([O:31][C:32]([CH3:35])([CH3:34])[CH3:33])=[O:30])[CH2:28][CH2:27][NH:26][CH2:25][CH2:24]1.C(O[BH-](OC(=O)C)OC(=O)C)(=O)C.[Na+], predict the reaction product. The product is: [Cl:1][C:2]1[CH:9]=[CH:8][C:5]([CH2:6][N:26]2[CH2:25][CH2:24][N:23]([C:29]([O:31][C:32]([CH3:35])([CH3:34])[CH3:33])=[O:30])[CH2:28][CH2:27]2)=[C:4]([N:10]2[CH2:15][CH2:14][CH:13]([C:16]([N:18]3[CH2:19][CH2:20][CH2:21][CH2:22]3)=[O:17])[CH2:12][CH2:11]2)[CH:3]=1. (2) Given the reactants [F:1][C:2]1[CH:3]=[C:4]([C@H:10]2[CH2:14][CH2:13][CH2:12][N:11]2[C:15]2[CH:20]=[CH:19][N:18]3[N:21]=[CH:22][C:23]([C:24]([OH:26])=[O:25])=[C:17]3[N:16]=2)[C:5]([O:8][CH3:9])=[N:6][CH:7]=1.CN(C(O[N:35]1[N:43]=[N:42][C:37]2[CH:38]=[CH:39][CH:40]=[N:41][C:36]1=2)=[N+](C)C)C.F[P-](F)(F)(F)(F)F.CCN(C(C)C)C(C)C.ClCCO, predict the reaction product. The product is: [F:1][C:2]1[CH:3]=[C:4]([C@H:10]2[CH2:14][CH2:13][CH2:12][N:11]2[C:15]2[CH:20]=[CH:19][N:18]3[N:21]=[CH:22][C:23]([C:24]([O:26][N:35]4[C:36]5=[N:41][CH:40]=[CH:39][CH:38]=[C:37]5[N:42]=[N:43]4)=[O:25])=[C:17]3[N:16]=2)[C:5]([O:8][CH3:9])=[N:6][CH:7]=1. (3) The product is: [Cl:21][C:2]1[CH:11]=[CH:10][CH:9]=[C:8]2[C:3]=1[CH:4]=[CH:5][CH:6]=[C:7]2[C:12]([O:14][CH2:15][CH3:16])=[O:13]. Given the reactants N[C:2]1[CH:11]=[CH:10][CH:9]=[C:8]2[C:3]=1[CH:4]=[CH:5][CH:6]=[C:7]2[C:12]([O:14][CH2:15][CH3:16])=[O:13].N([O-])=O.[Na+].[ClH:21], predict the reaction product.